This data is from Forward reaction prediction with 1.9M reactions from USPTO patents (1976-2016). The task is: Predict the product of the given reaction. (1) Given the reactants [CH3:1][S:2](Cl)(=[O:4])=[O:3].[F:6][C:7]1[CH:8]=[CH:9][C:10]([CH2:13][OH:14])=[N:11][CH:12]=1.C(N(CC)CC)C, predict the reaction product. The product is: [F:6][C:7]1[CH:8]=[CH:9][C:10]([CH2:13][O:14][S:2]([CH3:1])(=[O:4])=[O:3])=[N:11][CH:12]=1. (2) Given the reactants [Cl:1][C:2]1[CH:3]=[C:4]2[C:12](=[C:13]([NH:15][C:16]([CH:18]3[N:23]([CH2:24][C:25]([OH:27])=O)[CH2:22][C:21]([CH3:29])([CH3:28])[O:20][CH2:19]3)=[O:17])[CH:14]=1)[NH:11][C:10]1[CH:9]=[N:8][CH:7]=[CH:6][C:5]2=1.[NH:30]1[CH2:35][CH2:34][CH:33]([CH2:36][OH:37])[CH2:32][CH2:31]1.C(Cl)CCl.O, predict the reaction product. The product is: [Cl:1][C:2]1[CH:3]=[C:4]2[C:12](=[C:13]([NH:15][C:16]([CH:18]3[CH2:19][O:20][C:21]([CH3:28])([CH3:29])[CH2:22][N:23]3[CH2:24][C:25]([N:30]3[CH2:35][CH2:34][CH:33]([CH2:36][OH:37])[CH2:32][CH2:31]3)=[O:27])=[O:17])[CH:14]=1)[NH:11][C:10]1[CH:9]=[N:8][CH:7]=[CH:6][C:5]2=1. (3) Given the reactants COC(=O)[CH2:4][S:5][CH2:6][CH:7]([NH:15][C:16]([O:18]C(C)(C)C)=O)[C:8]1[CH:13]=[CH:12][C:11]([F:14])=[CH:10][CH:9]=1, predict the reaction product. The product is: [F:14][C:11]1[CH:12]=[CH:13][C:8]([CH:7]2[NH:15][C:16](=[O:18])[CH2:4][S:5][CH2:6]2)=[CH:9][CH:10]=1. (4) Given the reactants [CH2:1]([NH:8][C@@H:9]1[C:13]2=[CH:14][C:15]3[CH:16]=[C:17]([Br:21])[CH:18]=[CH:19][C:20]=3[N:12]2[CH2:11][C@@H:10]1[CH2:22][OH:23])[C:2]1[CH:7]=[CH:6][CH:5]=[CH:4][CH:3]=1.C=O.[C:26](O[BH-](OC(=O)C)OC(=O)C)(=O)C.[Na+], predict the reaction product. The product is: [CH2:1]([N:8]([CH3:26])[C@@H:9]1[C:13]2=[CH:14][C:15]3[CH:16]=[C:17]([Br:21])[CH:18]=[CH:19][C:20]=3[N:12]2[CH2:11][C@@H:10]1[CH2:22][OH:23])[C:2]1[CH:7]=[CH:6][CH:5]=[CH:4][CH:3]=1. (5) Given the reactants Cl.[NH:2]([C:4]1[CH:11]=[CH:10][C:7]([C:8]#[N:9])=[CH:6][CH:5]=1)[NH2:3].[CH3:12][C:13]([CH3:20])([CH3:19])[C:14](=O)[CH2:15][C:16]#[N:17], predict the reaction product. The product is: [NH2:17][C:16]1[N:2]([C:4]2[CH:11]=[CH:10][C:7]([C:8]#[N:9])=[CH:6][CH:5]=2)[N:3]=[C:14]([C:13]([CH3:20])([CH3:19])[CH3:12])[CH:15]=1.